This data is from Full USPTO retrosynthesis dataset with 1.9M reactions from patents (1976-2016). The task is: Predict the reactants needed to synthesize the given product. (1) Given the product [F:27][C:28]1[CH:29]=[C:16]([C:15]2[N:3]=[C:4]([OH:14])[C:5]3[C:6]([CH:13]=2)=[CH:7][C:8]([O:11][CH3:12])=[CH:9][CH:10]=3)[CH:33]=[CH:34][C:35]=1[O:36][CH:37]([CH3:39])[CH3:38], predict the reactants needed to synthesize it. The reactants are: C([N:3]([CH2:15][CH3:16])[C:4](=[O:14])[C:5]1[CH:10]=[CH:9][C:8]([O:11][CH3:12])=[CH:7][C:6]=1[CH3:13])C.C([Li])(C)(C)C.CCCCC.[F:27][C:28]1[CH:29]=C([CH:33]=[CH:34][C:35]=1[O:36][CH:37]([CH3:39])[CH3:38])C#N. (2) Given the product [NH2:39][C:34]1[CH:35]=[N:36][CH:37]=[CH:38][C:33]=1[N:8]([C:6]([O:5][C:1]([CH3:4])([CH3:2])[CH3:3])=[O:7])[C:9]1[CH:10]=[C:11]([O:18][CH2:19][C:20]2[C:25]([O:26][CH3:27])=[CH:24][CH:23]=[C:22]([F:28])[C:21]=2[F:29])[C:12]([O:16][CH3:17])=[CH:13][C:14]=1[Cl:15], predict the reactants needed to synthesize it. The reactants are: [C:1]([O:5][C:6]([NH:8][C:9]1[C:14]([Cl:15])=[CH:13][C:12]([O:16][CH3:17])=[C:11]([O:18][CH2:19][C:20]2[C:25]([O:26][CH3:27])=[CH:24][CH:23]=[C:22]([F:28])[C:21]=2[F:29])[CH:10]=1)=[O:7])([CH3:4])([CH3:3])[CH3:2].[H-].[Na+].Cl[C:33]1[CH:38]=[CH:37][N:36]=[CH:35][C:34]=1[N+:39]([O-])=O.Cl. (3) The reactants are: CN(C)[CH:3]=[C:4]([C:10](=[O:19])[C:11]1[CH:16]=[C:15]([I:17])[CH:14]=[CH:13][C:12]=1[F:18])[C:5]([O:7][CH2:8][CH3:9])=[O:6].[C:21]([NH2:25])([CH3:24])([CH3:23])[CH3:22]. Given the product [C:21]([NH:25][CH:3]=[C:4]([C:10](=[O:19])[C:11]1[CH:16]=[C:15]([I:17])[CH:14]=[CH:13][C:12]=1[F:18])[C:5]([O:7][CH2:8][CH3:9])=[O:6])([CH3:24])([CH3:23])[CH3:22], predict the reactants needed to synthesize it. (4) The reactants are: Br[C:2]1[N:6]([CH2:7][C:8]([OH:10])=[O:9])[N:5]=[C:4]([C:11]([F:14])([F:13])[F:12])[CH:3]=1.[C:15]1(B(O)O)[CH2:19][CH2:18][CH2:17][CH:16]=1.CC1(C)C2C(=C(P(C3C=CC=CC=3)C3C=CC=CC=3)C=CC=2)OC2C(P(C3C=CC=CC=3)C3C=CC=CC=3)=CC=CC1=2.[O-]P([O-])([O-])=O.[K+].[K+].[K+]. Given the product [C:15]1([C:2]2[N:6]([CH2:7][C:8]([OH:10])=[O:9])[N:5]=[C:4]([C:11]([F:14])([F:13])[F:12])[CH:3]=2)[CH2:19][CH2:18][CH2:17][CH:16]=1, predict the reactants needed to synthesize it. (5) Given the product [OH:2][C:3]1[CH:16]=[CH:15][CH:14]=[CH:13][C:4]=1[CH:5]=[C:6]1[N:10]=[C:9]([CH3:11])[NH:8][C:7]1=[O:12], predict the reactants needed to synthesize it. The reactants are: C[O:2][C:3]1[CH:16]=[CH:15][CH:14]=[CH:13][C:4]=1[CH:5]=[C:6]1[N:10]=[C:9]([CH3:11])[NH:8][C:7]1=[O:12].B(Br)(Br)Br. (6) Given the product [Cl:3][C:4]1[CH:5]=[CH:6][C:7]2[N:8]([CH3:25])[C:9](=[O:24])[C:10]3[CH:20]=[C:19]([CH2:21][CH2:22][OH:1])[CH:18]=[N:17][C:11]=3[N:12]([CH2:15][CH3:16])[C:13]=2[N:14]=1, predict the reactants needed to synthesize it. The reactants are: [O:1]=O.[Cl:3][C:4]1[CH:5]=[CH:6][C:7]2[N:8]([CH3:25])[C:9](=[O:24])[C:10]3[CH:20]=[C:19]([CH2:21][CH:22]=C)[CH:18]=[N:17][C:11]=3[N:12]([CH2:15][CH3:16])[C:13]=2[N:14]=1.[BH4-].[Na+].[NH4+].[Cl-].